This data is from Forward reaction prediction with 1.9M reactions from USPTO patents (1976-2016). The task is: Predict the product of the given reaction. Given the reactants [CH2:1]1[C:9]2[C:4](=[CH:5][C:6]([C:10]3(O)[CH2:13][O:12][CH2:11]3)=[CH:7][CH:8]=2)[CH2:3][NH:2]1.C(N(S(F)(F)[F:21])CC)C, predict the reaction product. The product is: [F:21][C:10]1([C:6]2[CH:5]=[C:4]3[C:9](=[CH:8][CH:7]=2)[CH2:1][NH:2][CH2:3]3)[CH2:13][O:12][CH2:11]1.